This data is from Reaction yield outcomes from USPTO patents with 853,638 reactions. The task is: Predict the reaction yield, written as a fraction of the theoretical maximum amount of product (1.0 means a 100% yield; for example, 0.34 means a 34% yield). The product is [Cl:1][C:2]1[C:7]([C:8]([NH2:10])=[O:9])=[C:6]([OH:11])[C:5]([NH:12][C:13]2[C:16](=[O:17])[C:15](=[O:18])[C:14]=2[NH:23][C:22]2[CH:24]=[CH:25][C:26]([F:28])=[CH:27][C:21]=2[F:20])=[CH:4][CH:3]=1. The reactants are [Cl:1][C:2]1[C:7]([C:8]([NH2:10])=[O:9])=[C:6]([OH:11])[C:5]([NH:12][C:13]2[C:16](=[O:17])[C:15](=[O:18])[C:14]=2Cl)=[CH:4][CH:3]=1.[F:20][C:21]1[CH:27]=[C:26]([F:28])[CH:25]=[CH:24][C:22]=1[NH2:23]. The yield is 1.00. The catalyst is CS(C)=O.